This data is from Reaction yield outcomes from USPTO patents with 853,638 reactions. The task is: Predict the reaction yield, written as a fraction of the theoretical maximum amount of product (1.0 means a 100% yield; for example, 0.34 means a 34% yield). (1) The reactants are C([O:3][C:4]([C:6]1[N:7]=[C:8]([NH:11][C:12]2[CH:17]=[CH:16][CH:15]=[CH:14][C:13]=2/[CH:18]=[CH:19]/[C:20]2[C:28]3[C:23](=[CH:24][CH:25]=[CH:26][CH:27]=3)[NH:22][N:21]=2)[S:9][CH:10]=1)=[O:5])C.[OH-].[Na+].O. The catalyst is CO. The product is [NH:22]1[C:23]2[C:28](=[CH:27][CH:26]=[CH:25][CH:24]=2)[C:20](/[CH:19]=[CH:18]/[C:13]2[CH:14]=[CH:15][CH:16]=[CH:17][C:12]=2[NH:11][C:8]2[S:9][CH:10]=[C:6]([C:4]([OH:5])=[O:3])[N:7]=2)=[N:21]1. The yield is 0.210. (2) The reactants are [CH3:1][Sn:2]([CH3:8])([CH3:7])[Sn:2]([CH3:8])([CH3:7])[CH3:1].[Cl:9][C:10]1[CH:15]=[CH:14][N:13]=[C:12]2[CH:16]=[C:17](I)[S:18][C:11]=12. The product is [Cl:9][C:10]1[CH:15]=[CH:14][N:13]=[C:12]2[CH:16]=[C:17]([Sn:2]([CH3:8])([CH3:7])[CH3:1])[S:18][C:11]=12. The catalyst is O1CCOCC1. The yield is 0.630. (3) The yield is 0.920. The reactants are [C:1]([C:4]1[CH:11]=[CH:10][C:7]([CH:8]=[O:9])=[CH:6][CH:5]=1)([OH:3])=O.C(Cl)CCl.C1C=CC2N(O)N=NC=2C=1.[CH3:26][NH:27][CH2:28][CH2:29][N:30]1[CH2:35][CH2:34][CH:33]([O:36][C:37](=[O:51])[NH:38][C:39]2[CH:44]=[CH:43][CH:42]=[CH:41][C:40]=2[C:45]2[CH:50]=[CH:49][CH:48]=[CH:47][CH:46]=2)[CH2:32][CH2:31]1. The catalyst is C(Cl)Cl. The product is [CH:8]([C:7]1[CH:10]=[CH:11][C:4]([C:1]([CH2:26][NH:27][CH2:28][CH2:29][N:30]2[CH2:35][CH2:34][CH:33]([O:36][C:37](=[O:51])[NH:38][C:39]3[CH:44]=[CH:43][CH:42]=[CH:41][C:40]=3[C:45]3[CH:50]=[CH:49][CH:48]=[CH:47][CH:46]=3)[CH2:32][CH2:31]2)=[O:3])=[CH:5][CH:6]=1)=[O:9]. (4) The reactants are COC([C:5]1[N:6]([CH2:22][CH2:23][F:24])[CH:7]=[C:8]([C:10](=O)[C:11]([C:13]2[CH:18]=[CH:17][C:16]([F:19])=[C:15]([Br:20])[CH:14]=2)=O)C=1)=O.Cl.[CH3:26][NH:27][C:28]([NH2:30])=[NH:29].[C:31]([O-:34])([O-])=[O:32].[Na+].[Na+].CCO[C:40](C)=[O:41].[CH3:43]O. The catalyst is O1CCOCC1.O.CO.CCOC(C)=O. The product is [CH3:43][O:34][C:31]([C:7]1[N:6]([CH2:22][CH2:23][F:24])[CH:5]=[C:10]([C:11]2([C:13]3[CH:18]=[CH:17][C:16]([F:19])=[C:15]([Br:20])[CH:14]=3)[C:40](=[O:41])[N:27]([CH3:26])[C:28]([NH2:30])=[N:29]2)[CH:8]=1)=[O:32]. The yield is 0.760.